This data is from Full USPTO retrosynthesis dataset with 1.9M reactions from patents (1976-2016). The task is: Predict the reactants needed to synthesize the given product. (1) Given the product [CH3:1][O:2][C:3](=[O:26])[CH2:4][N:5]([CH2:17][C:18]1[CH:23]=[CH:22][C:21]([CH2:24][N:25]([CH2:7][C:6]2[N:35]([CH3:34])[CH:3]=[CH:4][N:5]=2)[CH2:44][C:40]2[N:39]([CH3:38])[CH:43]=[CH:42][N:41]=2)=[CH:20][CH:19]=1)[CH2:6][CH2:7][CH2:8][CH2:9][N:10]([CH2:14][CH2:15][CH3:16])[CH2:11][CH2:12][CH3:13], predict the reactants needed to synthesize it. The reactants are: [CH3:1][O:2][C:3](=[O:26])[CH2:4][N:5]([CH2:17][C:18]1[CH:23]=[CH:22][C:21]([CH2:24][NH2:25])=[CH:20][CH:19]=1)[CH2:6][CH2:7][CH2:8][CH2:9][N:10]([CH2:14][CH2:15][CH3:16])[CH2:11][CH2:12][CH3:13].C(OC)(OC)OC.[C:34]([BH3-])#[N:35].[Na+].[CH3:38][N:39]1[CH:43]=[CH:42][N:41]=[C:40]1[CH:44]=O. (2) Given the product [O:1]1[CH2:6][CH2:5][O:4][C:3]2[CH:7]=[C:8]([C:11]3[NH:12][C:13]4[N:14]([N:18]=[CH:19][C:20]=4[C:21]4[O:22][N:26]=[C:24]([CH3:25])[N:23]=4)[C:15](=[O:17])[CH:16]=3)[CH:9]=[CH:10][C:2]1=2, predict the reactants needed to synthesize it. The reactants are: [O:1]1[CH2:6][CH2:5][O:4][C:3]2[CH:7]=[C:8]([C:11]3[NH:12][C:13]4[N:14]([N:18]=[CH:19][C:20]=4[C:21](/[N:23]=[C:24](/[N:26](C)C)\[CH3:25])=[O:22])[C:15](=[O:17])[CH:16]=3)[CH:9]=[CH:10][C:2]1=2.NO.Cl.CC(O)=O.ClCCl.CO. (3) Given the product [CH3:11][O:10][C:8](=[O:9])[C:7](=[N:12][OH:13])[C:2]1[CH:3]=[CH:4][CH:5]=[CH:6][N:1]=1, predict the reactants needed to synthesize it. The reactants are: [N:1]1[CH:6]=[CH:5][CH:4]=[CH:3][C:2]=1[CH2:7][C:8]([O:10][CH3:11])=[O:9].[N:12]([O-])=[O:13].[Na+].C(=O)([O-])O.[Na+]. (4) Given the product [CH2:1]([O:5][C:6]1[CH:31]=[C:30]([O:32][CH2:33][CH:34]([CH3:36])[CH3:35])[CH:29]=[CH:28][C:7]=1[C:8](=[N:38][OH:39])[C:10]1[CH:11]=[CH:12][C:13]([O:23][CH2:24][CH:25]([CH3:27])[CH3:26])=[C:14]([CH2:16][CH2:17][C:18]([O:20][CH2:21][CH3:22])=[O:19])[CH:15]=1)[CH:2]([CH3:4])[CH3:3], predict the reactants needed to synthesize it. The reactants are: [CH2:1]([O:5][C:6]1[CH:31]=[C:30]([O:32][CH2:33][CH:34]([CH3:36])[CH3:35])[CH:29]=[CH:28][C:7]=1[C:8]([C:10]1[CH:11]=[CH:12][C:13]([O:23][CH2:24][CH:25]([CH3:27])[CH3:26])=[C:14]([CH2:16][CH2:17][C:18]([O:20][CH2:21][CH3:22])=[O:19])[CH:15]=1)=O)[CH:2]([CH3:4])[CH3:3].Cl.[NH2:38][OH:39].N1C=CC=CC=1.C(Cl)(Cl)Cl. (5) Given the product [Br:1][C:2]1[CH:10]=[C:9]([CH:8]=[C:4]([CH2:5][OH:6])[CH:3]=1)[C:11]([OH:13])=[O:12], predict the reactants needed to synthesize it. The reactants are: [Br:1][C:2]1[CH:3]=[C:4]([CH:8]=[C:9]([C:11]([O:13]C)=[O:12])[CH:10]=1)[C:5](O)=[O:6].[BH4-].[Li+].C(O)C.Cl. (6) The reactants are: [O:1]=[C:2]1[C:10]2[C:5](=[CH:6][CH:7]=[CH:8][CH:9]=2)[CH:4]([C:11](O)=O)[CH2:3]1.[C:14]1([NH:20][C:21](=[S:24])[NH:22][NH2:23])[CH:19]=[CH:18][CH:17]=[CH:16][CH:15]=1. Given the product [O:1]=[C:2]1[C:10]2[C:5](=[CH:6][CH:7]=[CH:8][CH:9]=2)[CH:4]([C:11]2[N:20]([C:14]3[CH:15]=[CH:16][CH:17]=[CH:18][CH:19]=3)[C:21](=[S:24])[NH:22][N:23]=2)[CH2:3]1, predict the reactants needed to synthesize it. (7) Given the product [C:19]([C:17]1[NH:16][C:15](=[O:22])[N:14]([CH:11]2[CH2:10][CH2:9][N:8]([C:6]([O:5][C:1]([CH3:3])([CH3:2])[CH3:4])=[O:7])[CH2:13][CH2:12]2)[CH:18]=1)(=[O:21])[NH2:24], predict the reactants needed to synthesize it. The reactants are: [C:1]([O:5][C:6]([N:8]1[CH2:13][CH2:12][CH:11]([N:14]2[CH:18]=[C:17]([C:19]([OH:21])=O)[NH:16][C:15]2=[O:22])[CH2:10][CH2:9]1)=[O:7])([CH3:4])([CH3:3])[CH3:2].C[N:24](C)C=O.C(Cl)(=O)C(Cl)=O. (8) Given the product [Cl:1][C:2]1[CH:7]=[CH:6][C:5]([C:8]2[N:38]([CH3:37])[C:40]3[C:45]([C:9]=2[CH2:10][C:11]([OH:13])=[O:12])=[CH:44][CH:43]=[CH:42][CH:41]=3)=[CH:4][C:3]=1[S:15](=[O:24])(=[O:23])[NH:16][CH:17]1[CH2:22][CH2:21][CH2:20][CH2:19][CH2:18]1, predict the reactants needed to synthesize it. The reactants are: [Cl:1][C:2]1[CH:7]=[CH:6][C:5]([C:8](=O)[CH2:9][CH2:10][C:11]([OH:13])=[O:12])=[CH:4][C:3]=1[S:15](=[O:24])(=[O:23])[NH:16][CH:17]1[CH2:22][CH2:21][CH2:20][CH2:19][CH2:18]1.O.C1(C)C=CC(S(O)(=O)=O)=CC=1.[CH3:37][N:38]([C:40]1[CH:45]=[CH:44][CH:43]=[CH:42][CH:41]=1)N.Cl. (9) Given the product [Cl:1][C:2]1[CH:7]=[CH:6][C:5]([N:8]2[CH:12]=[CH:11][CH:10]=[C:9]2[CH:13]=[CH:14][C:15]([O:17][CH3:18])=[O:16])=[C:4]([CH:19]([C:20]2[CH:25]=[CH:24][CH:23]=[C:22]([O:26][CH3:27])[CH:21]=2)[OH:28])[CH:3]=1, predict the reactants needed to synthesize it. The reactants are: [Cl:1][C:2]1[CH:7]=[CH:6][C:5]([N:8]2[CH:12]=[CH:11][CH:10]=[C:9]2[CH:13]=[CH:14][C:15]([O:17][CH3:18])=[O:16])=[C:4]([C:19](=[O:28])[C:20]2[CH:25]=[CH:24][CH:23]=[C:22]([O:26][CH3:27])[CH:21]=2)[CH:3]=1.[BH4-].[Na+].CC(C)=O. (10) Given the product [CH3:1][O:2][C:3]([C:5]1[C:14]2[C:9](=[CH:10][CH:11]=[C:12]([O:15][CH3:16])[CH:13]=2)[N:8]=[CH:7][C:6]=1[S:34][CH2:33][C:30]1[CH:31]=[CH:32][C:27]([O:26][CH3:25])=[CH:28][CH:29]=1)=[O:4], predict the reactants needed to synthesize it. The reactants are: [CH3:1][O:2][C:3]([C:5]1[C:14]2[C:9](=[CH:10][CH:11]=[C:12]([O:15][CH3:16])[CH:13]=2)[N:8]=[CH:7][C:6]=1OS(C(F)(F)F)(=O)=O)=[O:4].[CH3:25][O:26][C:27]1[CH:32]=[CH:31][C:30]([CH2:33][SH:34])=[CH:29][CH:28]=1.C(N(CC)C(C)C)(C)C.C(OCC)(=O)C.